This data is from Catalyst prediction with 721,799 reactions and 888 catalyst types from USPTO. The task is: Predict which catalyst facilitates the given reaction. (1) Reactant: [CH2:1]([C:3]1[O:4][C:5]2[CH:11]=[CH:10][CH:9]=[C:8]([N+:12]([O-])=O)[C:6]=2[N:7]=1)[CH3:2]. Product: [CH2:1]([C:3]1[O:4][C:5]2[C:6](=[C:8]([NH2:12])[CH:9]=[CH:10][CH:11]=2)[N:7]=1)[CH3:2]. The catalyst class is: 43. (2) Reactant: [C:1]1([C:7]2[CH:15]=[C:14]3[C:10]([CH2:11][C:12](=[O:16])[NH:13]3)=[CH:9][CH:8]=2)[CH:6]=[CH:5][CH:4]=[CH:3][CH:2]=1.[O:17]=[C:18]1[C:23]2=[CH:24][NH:25][C:26]([CH:27]=O)=[C:22]2[CH2:21][CH2:20][NH:19]1.N1CCCCC1. Product: [O:16]=[C:12]1[C:11](=[CH:27][C:26]2[NH:25][CH:24]=[C:23]3[C:22]=2[CH2:21][CH2:20][NH:19][C:18]3=[O:17])[C:10]2[C:14](=[CH:15][C:7]([C:1]3[CH:2]=[CH:3][CH:4]=[CH:5][CH:6]=3)=[CH:8][CH:9]=2)[NH:13]1. The catalyst class is: 8.